Dataset: Forward reaction prediction with 1.9M reactions from USPTO patents (1976-2016). Task: Predict the product of the given reaction. (1) Given the reactants [CH2:1]([N:3]1[CH2:7][CH2:6][C@H:5]([C:8]([C:18]2[CH:23]=[CH:22][CH:21]=[CH:20][CH:19]=2)([C:12]2[CH:17]=[CH:16][CH:15]=[CH:14][CH:13]=2)[C:9]([OH:11])=O)[CH2:4]1)[CH3:2].[Na+].[I-:25].C(OC(=O)C)(=O)C, predict the reaction product. The product is: [CH2:1]([N:3]1[CH2:4][CH:5]([CH2:6][CH2:7][I:25])[C:8]([C:18]2[CH:19]=[CH:20][CH:21]=[CH:22][CH:23]=2)([C:12]2[CH:13]=[CH:14][CH:15]=[CH:16][CH:17]=2)[C:9]1=[O:11])[CH3:2]. (2) Given the reactants [NH2:1][C:2]1[CH:30]=[CH:29][C:5]([CH2:6][N:7]2[CH:15]=[N:14][C:13]3[C:8]2=[N:9][C:10]([N:23]2[CH2:28][CH2:27][O:26][CH2:25][CH2:24]2)=[N:11][C:12]=3[C:16]2[CH:17]=[C:18]([OH:22])[CH:19]=[CH:20][CH:21]=2)=[CH:4][CH:3]=1.Cl.CN(C)CCCN=C=NCC.O.ON1C2C=CC=CC=2N=N1.[N:54]1([CH2:60][CH2:61][C:62](O)=[O:63])[CH2:59][CH2:58][CH2:57][CH2:56][CH2:55]1.C(N(CC)CCC)C, predict the reaction product. The product is: [OH:22][C:18]1[CH:17]=[C:16]([C:12]2[N:11]=[C:10]([N:23]3[CH2:24][CH2:25][O:26][CH2:27][CH2:28]3)[N:9]=[C:8]3[C:13]=2[N:14]=[CH:15][N:7]3[CH2:6][C:5]2[CH:4]=[CH:3][C:2]([NH:1][C:62](=[O:63])[CH2:61][CH2:60][N:54]3[CH2:59][CH2:58][CH2:57][CH2:56][CH2:55]3)=[CH:30][CH:29]=2)[CH:21]=[CH:20][CH:19]=1.